From a dataset of Forward reaction prediction with 1.9M reactions from USPTO patents (1976-2016). Predict the product of the given reaction. (1) Given the reactants C([O:8][CH:9]1[CH2:14][CH2:13][C:12]([C:16]([C:18]2[C:26]3[C:21](=[N:22][CH:23]=[C:24]([C:27]4[CH:32]=[C:31]([O:33][CH3:34])[C:30]([O:35][CH3:36])=[C:29]([O:37][CH3:38])[CH:28]=4)[N:25]=3)[NH:20][CH:19]=2)=[O:17])([CH3:15])[CH2:11][CH2:10]1)C1C=CC=CC=1, predict the reaction product. The product is: [OH:8][CH:9]1[CH2:10][CH2:11][C:12]([C:16]([C:18]2[C:26]3[C:21](=[N:22][CH:23]=[C:24]([C:27]4[CH:28]=[C:29]([O:37][CH3:38])[C:30]([O:35][CH3:36])=[C:31]([O:33][CH3:34])[CH:32]=4)[N:25]=3)[NH:20][CH:19]=2)=[O:17])([CH3:15])[CH2:13][CH2:14]1. (2) Given the reactants N[C@@H]1C2C(=CC=CC=2)C[C@@H]1O.[CH:12]1([C:17]2[C:26]3[C:25](=[O:27])[CH2:24][C:23]([CH3:29])([CH3:28])[CH2:22][C:21]=3[N:20]=[C:19]([CH:30]([CH3:32])[CH3:31])[C:18]=2[C:33](=[O:44])[C:34]2[CH:39]=[CH:38][C:37]([C:40]([F:43])([F:42])[F:41])=[CH:36][CH:35]=2)[CH2:16][CH2:15][CH2:14][CH2:13]1.CO, predict the reaction product. The product is: [CH:12]1([C:17]2[C:26]3[C@@H:25]([OH:27])[CH2:24][C:23]([CH3:28])([CH3:29])[CH2:22][C:21]=3[N:20]=[C:19]([CH:30]([CH3:32])[CH3:31])[C:18]=2[C:33]([C:34]2[CH:39]=[CH:38][C:37]([C:40]([F:43])([F:41])[F:42])=[CH:36][CH:35]=2)=[O:44])[CH2:13][CH2:14][CH2:15][CH2:16]1. (3) Given the reactants COC1C=CC(C[N:8]2[CH:12]=[C:11]([NH:13][C:14](=[O:16])[CH3:15])[C:10]([C:17]3[NH:18][CH:19]=[C:20]([C:22]4[CH:27]=[CH:26][CH:25]=[CH:24][CH:23]=4)[N:21]=3)=[N:9]2)=CC=1.C1(OC)C=CC=CC=1, predict the reaction product. The product is: [C:22]1([C:20]2[N:21]=[C:17]([C:10]3[C:11]([NH:13][C:14](=[O:16])[CH3:15])=[CH:12][NH:8][N:9]=3)[NH:18][CH:19]=2)[CH:23]=[CH:24][CH:25]=[CH:26][CH:27]=1. (4) Given the reactants [Br:1][C:2]1[CH:3]=[CH:4][C:5]([N:8]2[CH2:13][CH2:12][NH:11][CH2:10][CH2:9]2)=[N:6][CH:7]=1.Cl[C:15]1[CH:16]=[CH:17][C:18]2[N:19]([C:21]([C:24]([F:27])([F:26])[F:25])=[N:22][N:23]=2)[N:20]=1, predict the reaction product. The product is: [Br:1][C:2]1[CH:3]=[CH:4][C:5]([N:8]2[CH2:9][CH2:10][N:11]([C:15]3[CH:16]=[CH:17][C:18]4[N:19]([C:21]([C:24]([F:25])([F:27])[F:26])=[N:22][N:23]=4)[N:20]=3)[CH2:12][CH2:13]2)=[N:6][CH:7]=1. (5) Given the reactants [F:1][C:2]1[CH:10]=[C:9]2[C:5]([C:6]([C:20]3[CH:21]=[N:22][NH:23][CH:24]=3)=[CH:7][N:8]2[S:11]([C:14]2[CH:19]=[CH:18][CH:17]=[CH:16][CH:15]=2)(=[O:13])=[O:12])=[CH:4][CH:3]=1.CS(O[CH2:30][CH2:31][N:32]1[CH2:36][CH2:35][CH2:34][C:33]1=[O:37])(=O)=O.C([O-])([O-])=O.[Cs+].[Cs+], predict the reaction product. The product is: [F:1][C:2]1[CH:10]=[C:9]2[C:5]([C:6]([C:20]3[CH:24]=[N:23][N:22]([CH2:30][CH2:31][N:32]4[CH2:36][CH2:35][CH2:34][C:33]4=[O:37])[CH:21]=3)=[CH:7][N:8]2[S:11]([C:14]2[CH:15]=[CH:16][CH:17]=[CH:18][CH:19]=2)(=[O:12])=[O:13])=[CH:4][CH:3]=1. (6) Given the reactants F[C:2]1[CH:10]=[CH:9][C:5]([C:6]([OH:8])=[O:7])=[CH:4][C:3]=1[N+:11]([O-:13])=[O:12].[OH:14][C:15]1[CH:24]=[CH:23][CH:22]=[CH:21][C:16]=1[C:17]([O:19][CH3:20])=[O:18].C([O-])([O-])=O.[Cs+].[Cs+], predict the reaction product. The product is: [CH3:20][O:19][C:17]([C:16]1[CH:21]=[CH:22][CH:23]=[CH:24][C:15]=1[O:14][C:2]1[CH:10]=[CH:9][C:5]([C:6]([OH:8])=[O:7])=[CH:4][C:3]=1[N+:11]([O-:13])=[O:12])=[O:18].